From a dataset of Catalyst prediction with 721,799 reactions and 888 catalyst types from USPTO. Predict which catalyst facilitates the given reaction. (1) Reactant: [OH:1][C:2]1[CH:7]=[CH:6][N:5]([CH2:8][CH2:9][CH:10]([CH3:12])[CH3:11])[C:4](=[O:13])[C:3]=1[C:14]1[NH:19][C:18]2[CH:20]=[CH:21][C:22]([NH:24][S:25](=[O:38])(=[O:37])[NH:26]C(OCC3C=CC=CC=3)=O)=[CH:23][C:17]=2[S:16](=[O:40])(=[O:39])[N:15]=1. Product: [OH:1][C:2]1[CH:7]=[CH:6][N:5]([CH2:8][CH2:9][CH:10]([CH3:12])[CH3:11])[C:4](=[O:13])[C:3]=1[C:14]1[NH:19][C:18]2[CH:20]=[CH:21][C:22]([NH:24][S:25]([NH2:26])(=[O:38])=[O:37])=[CH:23][C:17]=2[S:16](=[O:39])(=[O:40])[N:15]=1. The catalyst class is: 19. (2) Reactant: [F:1][C:2]([F:31])([F:30])[C:3]1[CH:8]=[CH:7][C:6]([C:9]2[S:13][CH:12]=[C:11]([C:14](=[N:16][NH:17][C:18]([C:20]3[S:24][C:23]([C:25]([O:27]C)=[O:26])=[CH:22][CH:21]=3)=[O:19])[CH3:15])[C:10]=2[OH:29])=[CH:5][CH:4]=1.[OH-].[Na+].Cl. Product: [F:31][C:2]([F:1])([F:30])[C:3]1[CH:8]=[CH:7][C:6]([C:9]2[S:13][CH:12]=[C:11]([C:14](=[N:16][NH:17][C:18]([C:20]3[S:24][C:23]([C:25]([OH:27])=[O:26])=[CH:22][CH:21]=3)=[O:19])[CH3:15])[C:10]=2[OH:29])=[CH:5][CH:4]=1. The catalyst class is: 107. (3) The catalyst class is: 6. Reactant: [Cl:1][C:2]1[N:7]=[C:6]([NH:8][C@H:9]2[CH2:16][CH2:15][CH2:14][C@:11]3([O:13][CH2:12]3)[CH2:10]2)[C:5]([F:17])=[CH:4][N:3]=1.[OH-].[NH4+:19]. Product: [NH2:19][CH2:12][C@:11]1([OH:13])[CH2:14][CH2:15][CH2:16][C@H:9]([NH:8][C:6]2[C:5]([F:17])=[CH:4][N:3]=[C:2]([Cl:1])[N:7]=2)[CH2:10]1. (4) Reactant: [Br:1][C:2]1[C:3](=[O:10])[N:4]([CH3:9])[C:5](=[O:8])[NH:6][N:7]=1.[S:11]1[CH:15]=[CH:14][CH:13]=[C:12]1[CH2:16][CH2:17]O.C1(P(C2C=CC=CC=2)C2C=CC=CC=2)C=CC=CC=1.CCOC(/N=N/C(OCC)=O)=O. Product: [Br:1][C:2]1[C:3](=[O:10])[N:4]([CH3:9])[C:5](=[O:8])[N:6]([CH2:17][CH2:16][C:12]2[S:11][CH:15]=[CH:14][CH:13]=2)[N:7]=1. The catalyst class is: 182. (5) Reactant: C(=O)([O-])[O-].[Na+].[Na+].Cl[C:8]1[C:13]([Cl:14])=[N:12][CH:11]=[CH:10][N:9]=1.[O:15]1[CH2:20][CH2:19][CH:18]=[C:17](B2OC(C)(C)C(C)(C)O2)[CH2:16]1. Product: [Cl:14][C:13]1[C:8]([C:17]2[CH2:16][O:15][CH2:20][CH2:19][CH:18]=2)=[N:9][CH:10]=[CH:11][N:12]=1. The catalyst class is: 752. (6) Reactant: [C:1]1([C:7]2[S:8][CH:9]=[C:10]([C:12]([C:14]3[CH:19]=[C:18]([O:20][CH3:21])[C:17]([O:22][CH3:23])=[C:16]([O:24][CH3:25])[CH:15]=3)=O)[N:11]=2)[CH:6]=[CH:5][CH:4]=[CH:3][CH:2]=1.Cl.[CH3:27][O:28][NH2:29]. Product: [CH3:27][O:28]/[N:29]=[C:12](\[C:10]1[N:11]=[C:7]([C:1]2[CH:6]=[CH:5][CH:4]=[CH:3][CH:2]=2)[S:8][CH:9]=1)/[C:14]1[CH:19]=[C:18]([O:20][CH3:21])[C:17]([O:22][CH3:23])=[C:16]([O:24][CH3:25])[CH:15]=1. The catalyst class is: 17. (7) The catalyst class is: 12. Product: [F:15][C:16]1[CH:24]=[CH:23][C:19]([C:20]2[O:21][CH:2]=[C:3]([C@@H:5]3[CH2:10][CH2:9][CH2:8][CH2:7][C@H:6]3[C:11]([O:13][CH3:14])=[O:12])[N:22]=2)=[CH:18][CH:17]=1. Reactant: Cl[CH2:2][C:3]([C@@H:5]1[CH2:10][CH2:9][CH2:8][CH2:7][C@H:6]1[C:11]([O:13][CH3:14])=[O:12])=O.[F:15][C:16]1[CH:24]=[CH:23][C:19]([C:20]([NH2:22])=[O:21])=[CH:18][CH:17]=1. (8) Reactant: [Cl:1][C:2]1[CH:3]=[C:4]([CH:9]2[C:14]3[CH:15]=[CH:16][S:17][C:13]=3[C:12](=O)[CH2:11][CH2:10]2)[CH:5]=[CH:6][C:7]=1[Cl:8].O1CCCC1.C([O-])(=O)C.[Na+].Cl.[NH2:30][OH:31]. Product: [Cl:1][C:2]1[CH:3]=[C:4]([CH:9]2[C:14]3[CH:15]=[CH:16][S:17][C:13]=3[C:12](=[N:30][OH:31])[CH2:11][CH2:10]2)[CH:5]=[CH:6][C:7]=1[Cl:8]. The catalyst class is: 8.